Dataset: Reaction yield outcomes from USPTO patents with 853,638 reactions. Task: Predict the reaction yield, written as a fraction of the theoretical maximum amount of product (1.0 means a 100% yield; for example, 0.34 means a 34% yield). The reactants are [CH3:1][C:2]1[CH:7]=[C:6]([CH3:8])[N:5]=[C:4]2[S:9][NH:10][C:11](=[O:12])[C:3]=12.C(N(C(C)C)CC)(C)C.C([O-])([O-])=O.[Cs+].[Cs+].Br[CH2:29][C:30]([O:32][CH3:33])=[O:31]. The catalyst is C(Cl)Cl. The product is [CH3:1][C:2]1[CH:7]=[C:6]([CH3:8])[N:5]=[C:4]2[S:9][N:10]([CH2:29][C:30]([O:32][CH3:33])=[O:31])[C:11](=[O:12])[C:3]=12. The yield is 0.550.